Task: Predict the reactants needed to synthesize the given product.. Dataset: Full USPTO retrosynthesis dataset with 1.9M reactions from patents (1976-2016) (1) Given the product [C:31]([C:28]1([NH:27][C:25](=[O:26])[C@H:19]([CH2:20][C:21]([F:24])([CH3:23])[CH3:22])[NH:18][C@@H:13]([C:10]2[CH:11]=[CH:12][C:7]([B:33]3[O:37][C:36]([CH3:39])([CH3:38])[C:35]([CH3:41])([CH3:40])[O:34]3)=[CH:8][CH:9]=2)[C:14]([F:17])([F:16])[F:15])[CH2:30][CH2:29]1)#[N:32], predict the reactants needed to synthesize it. The reactants are: CN(C=O)C.Br[C:7]1[CH:12]=[CH:11][C:10]([C@H:13]([NH:18][C@H:19]([C:25]([NH:27][C:28]2([C:31]#[N:32])[CH2:30][CH2:29]2)=[O:26])[CH2:20][C:21]([F:24])([CH3:23])[CH3:22])[C:14]([F:17])([F:16])[F:15])=[CH:9][CH:8]=1.[B:33]1([B:33]2[O:37][C:36]([CH3:39])([CH3:38])[C:35]([CH3:41])([CH3:40])[O:34]2)[O:37][C:36]([CH3:39])([CH3:38])[C:35]([CH3:41])([CH3:40])[O:34]1.C([O-])(=O)C.[K+]. (2) The reactants are: Cl.C(OC(=O)[NH:8][C@@H:9]1[CH2:15][CH2:14][N:13]2[C:16]3[N:32]=[CH:31][N:30]=[C:29]([NH2:33])[C:17]=3[C:18]([C:19]3[CH:20]=[N:21][C:22]4[C:27]([CH:28]=3)=[CH:26][CH:25]=[CH:24][CH:23]=4)=[C:12]2[CH2:11][CH2:10]1)(C)(C)C.[OH-].[Na+]. Given the product [N:21]1[C:22]2[C:27](=[CH:26][CH:25]=[CH:24][CH:23]=2)[CH:28]=[C:19]([C:18]2[C:17]3[C:29]([NH2:33])=[N:30][CH:31]=[N:32][C:16]=3[N:13]3[CH2:14][CH2:15][C@@H:9]([NH2:8])[CH2:10][CH2:11][C:12]=23)[CH:20]=1, predict the reactants needed to synthesize it. (3) The reactants are: Br[C:2]1[CH:3]=[N:4][C:5]([N:8]2[CH2:13][CH2:12][CH2:11][CH2:10][CH2:9]2)=[N:6][CH:7]=1.C([Li])CCC.CCCCCC.B(OC)(OC)[O:26]C.C(O)(=O)C.OO.S(=O)(O)[O-].[Na+]. Given the product [N:8]1([C:5]2[N:4]=[CH:3][C:2]([OH:26])=[CH:7][N:6]=2)[CH2:13][CH2:12][CH2:11][CH2:10][CH2:9]1, predict the reactants needed to synthesize it. (4) The reactants are: Cl.[Cl:2][CH2:3][C:4]1([C:8]([O:10][CH2:11][CH3:12])=[O:9])[CH2:7][NH:6][CH2:5]1.[CH3:13][O:14][C:15]1[CH:16]=[C:17]([CH:21]=[CH:22][CH:23]=1)[C:18](Cl)=[O:19]. Given the product [Cl:2][CH2:3][C:4]1([C:8]([O:10][CH2:11][CH3:12])=[O:9])[CH2:7][N:6]([C:18](=[O:19])[C:17]2[CH:21]=[CH:22][CH:23]=[C:15]([O:14][CH3:13])[CH:16]=2)[CH2:5]1, predict the reactants needed to synthesize it. (5) The reactants are: [C:1]([NH:20][CH2:21][C:22]([N:24]1[CH2:28][CH2:27][CH2:26][C@H:25]1[C:29](O)=[O:30])=[O:23])([C:14]1[CH:19]=[CH:18][CH:17]=[CH:16][CH:15]=1)([C:8]1[CH:13]=[CH:12][CH:11]=[CH:10][CH:9]=1)[C:2]1[CH:7]=[CH:6][CH:5]=[CH:4][CH:3]=1.Br.Br.[S:34]1[C:38]2[CH2:39][CH:40]([NH2:43])[CH2:41][CH2:42][C:37]=2[N:36]=[C:35]1[NH2:44]. Given the product [NH2:44][C:35]1[S:34][C:38]2[CH2:39][CH:40]([NH:43][C:29]([C@@H:25]3[CH2:26][CH2:27][CH2:28][N:24]3[C:22](=[O:23])[CH2:21][NH:20][C:1]([C:2]3[CH:7]=[CH:6][CH:5]=[CH:4][CH:3]=3)([C:8]3[CH:9]=[CH:10][CH:11]=[CH:12][CH:13]=3)[C:14]3[CH:15]=[CH:16][CH:17]=[CH:18][CH:19]=3)=[O:30])[CH2:41][CH2:42][C:37]=2[N:36]=1, predict the reactants needed to synthesize it. (6) The reactants are: [C:1]1([O:11][CH2:12][C:13]([NH:15][C@H:16]([C:21]([NH:23][C@H:24]([CH:33]=[O:34])[CH2:25][C:26](=NNC(N)=O)[OH:27])=[O:22])[CH2:17][CH:18]([CH3:20])[CH3:19])=[O:14])[C:10]2[C:5](=[CH:6][CH:7]=[CH:8][CH:9]=2)[CH:4]=[CH:3][CH:2]=1.C(O)(=[O:37])C.CO. Given the product [C:1]1([O:11][CH2:12][C:13]([NH:15][C@H:16]([C:21]([NH:23][C@H:24]([CH:33]=[O:34])[CH2:25][C:26]([OH:27])=[O:37])=[O:22])[CH2:17][CH:18]([CH3:20])[CH3:19])=[O:14])[C:10]2[C:5](=[CH:6][CH:7]=[CH:8][CH:9]=2)[CH:4]=[CH:3][CH:2]=1, predict the reactants needed to synthesize it. (7) Given the product [NH2:15][C:14]1[C:8]2[C:9](=[N:10][CH:11]=[CH:12][C:7]=2[N:1]2[CH2:2][CH2:3][S:4][CH2:5][CH2:6]2)[S:13][C:19]=1[C:20]([NH2:22])=[O:21], predict the reactants needed to synthesize it. The reactants are: [N:1]1([C:7]2[CH:12]=[CH:11][NH:10][C:9](=[S:13])[C:8]=2[C:14]#[N:15])[CH2:6][CH2:5][S:4][CH2:3][CH2:2]1.[OH-].[Na+].Cl[CH2:19][C:20]([NH2:22])=[O:21].O. (8) Given the product [C:1]([OH:24])(=[O:23])[CH2:2][CH2:3][CH2:4][CH2:5][CH2:6][CH2:7][CH2:8][CH2:9][CH2:10][CH2:11][CH2:12][CH2:13][CH2:14][CH2:15][CH2:16][CH2:17][CH2:18][CH2:19][CH2:20][CH2:21][CH3:22].[C:1]([OH:24])(=[O:23])[CH2:2][CH2:3][CH2:4][CH2:5][CH2:6][CH2:7][CH2:8][CH2:9][CH2:10][CH2:11][CH2:12][CH2:13][CH2:14][CH2:15][CH2:16][CH2:17][CH2:18][CH2:19][CH2:20][CH2:21][CH2:22][CH2:25][CH3:26], predict the reactants needed to synthesize it. The reactants are: [C:1]([OH:24])(=[O:23])[CH2:2][CH2:3][CH2:4][CH2:5][CH2:6][CH2:7][CH2:8][CH2:9][CH2:10][CH2:11][CH2:12][CH2:13][CH2:14][CH2:15][CH2:16][CH2:17][CH2:18][CH2:19][CH2:20][CH2:21][CH3:22].[CH:25](O)(C)[CH3:26].